From a dataset of Aqueous solubility values for 9,982 compounds from the AqSolDB database. Regression/Classification. Given a drug SMILES string, predict its absorption, distribution, metabolism, or excretion properties. Task type varies by dataset: regression for continuous measurements (e.g., permeability, clearance, half-life) or binary classification for categorical outcomes (e.g., BBB penetration, CYP inhibition). For this dataset (solubility_aqsoldb), we predict Y. (1) The compound is CCCCOC(=O)C1C(C(=O)OCCCC)C2(Cl)C(Cl)=C(Cl)C1(Cl)C2(Cl)Cl. The Y is -7.51 log mol/L. (2) The drug is CCCCCCS(=O)(=O)NS(=O)(=O)CCCCCC. The Y is -2.20 log mol/L. (3) The compound is Cc1cc(C(=O)NNCc2ccccc2)no1. The Y is -2.46 log mol/L.